From a dataset of NCI-60 drug combinations with 297,098 pairs across 59 cell lines. Regression. Given two drug SMILES strings and cell line genomic features, predict the synergy score measuring deviation from expected non-interaction effect. (1) Cell line: OVCAR-4. Drug 2: CC1=C(C(=CC=C1)Cl)NC(=O)C2=CN=C(S2)NC3=CC(=NC(=N3)C)N4CCN(CC4)CCO. Synergy scores: CSS=0.435, Synergy_ZIP=-0.830, Synergy_Bliss=-1.43, Synergy_Loewe=-2.01, Synergy_HSA=-1.97. Drug 1: C1=NC2=C(N=C(N=C2N1C3C(C(C(O3)CO)O)F)Cl)N. (2) Drug 2: C1CC(=O)NC(=O)C1N2C(=O)C3=CC=CC=C3C2=O. Cell line: NCI/ADR-RES. Drug 1: CN1C(=O)N2C=NC(=C2N=N1)C(=O)N. Synergy scores: CSS=10.6, Synergy_ZIP=-1.29, Synergy_Bliss=2.65, Synergy_Loewe=0.0790, Synergy_HSA=0.0685. (3) Drug 1: C1=NC2=C(N=C(N=C2N1C3C(C(C(O3)CO)O)F)Cl)N. Drug 2: COCCOC1=C(C=C2C(=C1)C(=NC=N2)NC3=CC=CC(=C3)C#C)OCCOC.Cl. Cell line: OVCAR-4. Synergy scores: CSS=4.42, Synergy_ZIP=0.785, Synergy_Bliss=5.14, Synergy_Loewe=1.04, Synergy_HSA=1.08. (4) Drug 1: CN(C(=O)NC(C=O)C(C(C(CO)O)O)O)N=O. Drug 2: C(CN)CNCCSP(=O)(O)O. Cell line: HS 578T. Synergy scores: CSS=-0.0575, Synergy_ZIP=-0.508, Synergy_Bliss=-2.56, Synergy_Loewe=-10.5, Synergy_HSA=-6.69. (5) Drug 1: COC1=NC(=NC2=C1N=CN2C3C(C(C(O3)CO)O)O)N. Drug 2: C1CN1C2=NC(=NC(=N2)N3CC3)N4CC4. Cell line: PC-3. Synergy scores: CSS=18.2, Synergy_ZIP=-3.34, Synergy_Bliss=3.35, Synergy_Loewe=-9.55, Synergy_HSA=1.24. (6) Drug 1: C1C(C(OC1N2C=NC3=C2NC=NCC3O)CO)O. Drug 2: C1C(C(OC1N2C=NC(=NC2=O)N)CO)O. Cell line: NCIH23. Synergy scores: CSS=0.579, Synergy_ZIP=2.58, Synergy_Bliss=4.44, Synergy_Loewe=-11.6, Synergy_HSA=-4.17. (7) Drug 1: CC1=C(C(=O)C2=C(C1=O)N3CC4C(C3(C2COC(=O)N)OC)N4)N. Drug 2: CC1C(C(CC(O1)OC2CC(CC3=C2C(=C4C(=C3O)C(=O)C5=C(C4=O)C(=CC=C5)OC)O)(C(=O)CO)O)N)O.Cl. Cell line: SF-539. Synergy scores: CSS=65.0, Synergy_ZIP=-5.36, Synergy_Bliss=-2.92, Synergy_Loewe=-0.0610, Synergy_HSA=1.51. (8) Drug 1: CC1C(C(=O)NC(C(=O)N2CCCC2C(=O)N(CC(=O)N(C(C(=O)O1)C(C)C)C)C)C(C)C)NC(=O)C3=C4C(=C(C=C3)C)OC5=C(C(=O)C(=C(C5=N4)C(=O)NC6C(OC(=O)C(N(C(=O)CN(C(=O)C7CCCN7C(=O)C(NC6=O)C(C)C)C)C)C(C)C)C)N)C. Drug 2: C1=NC2=C(N1)C(=S)N=CN2. Cell line: HCT-15. Synergy scores: CSS=25.5, Synergy_ZIP=6.46, Synergy_Bliss=10.8, Synergy_Loewe=7.89, Synergy_HSA=8.82.